From a dataset of Reaction yield outcomes from USPTO patents with 853,638 reactions. Predict the reaction yield, written as a fraction of the theoretical maximum amount of product (1.0 means a 100% yield; for example, 0.34 means a 34% yield). (1) The reactants are [CH2:1]1[CH:10]2[N:5]([CH2:6][CH2:7][CH2:8][CH2:9]2)[CH2:4][CH:3]([CH2:11][OH:12])[CH2:2]1.C(N(CC)CC)C.[CH3:20][S:21](Cl)(=[O:23])=[O:22]. The catalyst is ClCCl. The product is [CH3:20][S:21]([O:12][CH2:11][CH:3]1[CH2:4][N:5]2[CH:10]([CH2:9][CH2:8][CH2:7][CH2:6]2)[CH2:1][CH2:2]1)(=[O:23])=[O:22]. The yield is 0.910. (2) The reactants are [Cl-].O[NH3+:3].[C:4](=[O:7])([O-])[OH:5].[Na+].CS(C)=O.[O:13]1[C:17]2([CH2:22][CH2:21][CH:20]([N:23]3[C:28](=[O:29])[C:27]([CH2:30][C:31]4[CH:36]=[CH:35][C:34]([C:37]5[C:38]([C:43]#[N:44])=[CH:39][CH:40]=[CH:41][CH:42]=5)=[CH:33][CH:32]=4)=[C:26]([CH2:45][CH2:46][CH3:47])[N:25]4[N:48]=[C:49]([CH3:51])[N:50]=[C:24]34)[CH2:19][CH2:18]2)[O:16][CH2:15][CH2:14]1. The catalyst is O.C(OCC)(=O)C. The product is [O:16]1[C:17]2([CH2:18][CH2:19][CH:20]([N:23]3[C:28](=[O:29])[C:27]([CH2:30][C:31]4[CH:36]=[CH:35][C:34]([C:37]5[CH:42]=[CH:41][CH:40]=[CH:39][C:38]=5[C:43]5[NH:3][C:4](=[O:7])[O:5][N:44]=5)=[CH:33][CH:32]=4)=[C:26]([CH2:45][CH2:46][CH3:47])[N:25]4[N:48]=[C:49]([CH3:51])[N:50]=[C:24]34)[CH2:21][CH2:22]2)[O:13][CH2:14][CH2:15]1. The yield is 0.740. (3) The reactants are C[Zn]C.[CH2:4]([Mg]Br)[CH:5]([CH3:7])[CH3:6].[F:10][C:11]([F:33])([F:32])[C:12]1[CH:17]=[CH:16][C:15]([C:18]2[N:23]=[CH:22][C:21](/[CH:24]=[N:25]/[S@:26]([C:28]([CH3:31])([CH3:30])[CH3:29])=[O:27])=[CH:20][N:19]=2)=[CH:14][CH:13]=1. No catalyst specified. The product is [CH3:6][CH:5]([CH3:7])[CH2:4][C@H:24]([NH:25][S@:26]([C:28]([CH3:31])([CH3:30])[CH3:29])=[O:27])[C:21]1[CH:22]=[N:23][C:18]([C:15]2[CH:16]=[CH:17][C:12]([C:11]([F:33])([F:32])[F:10])=[CH:13][CH:14]=2)=[N:19][CH:20]=1. The yield is 0.680. (4) The reactants are [CH3:1][O:2][N:3]1[CH2:8][CH:7]=[C:6]([C:9]2[CH:14]=[CH:13][C:12]([NH2:15])=[CH:11][CH:10]=2)[CH2:5][CH2:4]1. The catalyst is CO.[Pd]. The product is [CH3:1][O:2][N:3]1[CH2:8][CH2:7][CH:6]([C:9]2[CH:10]=[CH:11][C:12]([NH2:15])=[CH:13][CH:14]=2)[CH2:5][CH2:4]1. The yield is 0.920. (5) The reactants are [Br:1][C:2]1[CH:3]=[C:4]2[C:8](=[C:9]([C:11]([OH:13])=O)[CH:10]=1)[NH:7][CH:6]=[CH:5]2.[C:14]([C:18]1[CH:37]=[CH:36][C:21]([CH2:22][NH:23][CH2:24][CH2:25][C:26]2[CH:31]=[CH:30][CH:29]=[C:28]([C:32]([F:35])([F:34])[F:33])[CH:27]=2)=[CH:20][CH:19]=1)([CH3:17])([CH3:16])[CH3:15].CN1CCOCC1.CN(C(ON1N=NC2C=CC=CC1=2)=[N+](C)C)C.[B-](F)(F)(F)F. The catalyst is CN(C=O)C.O. The product is [C:14]([C:18]1[CH:37]=[CH:36][C:21]([CH2:22][N:23]([CH2:24][CH2:25][C:26]2[CH:31]=[CH:30][CH:29]=[C:28]([C:32]([F:35])([F:33])[F:34])[CH:27]=2)[C:11]([C:9]2[CH:10]=[C:2]([Br:1])[CH:3]=[C:4]3[C:8]=2[NH:7][CH:6]=[CH:5]3)=[O:13])=[CH:20][CH:19]=1)([CH3:17])([CH3:15])[CH3:16]. The yield is 0.900. (6) The reactants are [NH2:1][C:2]1[CH:7]=[N:6][C:5](Br)=[CH:4][N:3]=1.C(N(CC)C(C)C)(C)C.[Cl-].[Li+].C([Sn](CCCC)(CCCC)[C:25]1[O:26][CH:27]=[CH:28][CH:29]=1)CCC.[F-].[K+]. The catalyst is CN(C)C=O.C(Cl)Cl.C1C=CC([P]([Pd]([P](C2C=CC=CC=2)(C2C=CC=CC=2)C2C=CC=CC=2)([P](C2C=CC=CC=2)(C2C=CC=CC=2)C2C=CC=CC=2)[P](C2C=CC=CC=2)(C2C=CC=CC=2)C2C=CC=CC=2)(C2C=CC=CC=2)C2C=CC=CC=2)=CC=1. The product is [O:26]1[CH:27]=[CH:28][CH:29]=[C:25]1[C:5]1[N:6]=[CH:7][C:2]([NH2:1])=[N:3][CH:4]=1. The yield is 0.770.